This data is from Reaction yield outcomes from USPTO patents with 853,638 reactions. The task is: Predict the reaction yield, written as a fraction of the theoretical maximum amount of product (1.0 means a 100% yield; for example, 0.34 means a 34% yield). (1) The reactants are [C:1]1([CH3:22])[CH:6]=[CH:5][C:4]([S:7]([N:10]2[C:14]3[N:15]=[CH:16][N:17]=[C:18]([C:19](=[O:21])[CH3:20])[C:13]=3[CH:12]=[CH:11]2)(=[O:9])=[O:8])=[CH:3][CH:2]=1.[BrH:23].BrBr. The catalyst is C(O)(=O)C. The product is [Br:23][CH2:20][C:19]([C:18]1[C:13]2[CH:12]=[CH:11][N:10]([S:7]([C:4]3[CH:3]=[CH:2][C:1]([CH3:22])=[CH:6][CH:5]=3)(=[O:9])=[O:8])[C:14]=2[N:15]=[CH:16][N:17]=1)=[O:21]. The yield is 0.566. (2) The yield is 0.681. The catalyst is O. The product is [N+:5]([CH2:8][CH2:9][C:10]1[CH:15]=[CH:14][CH:13]=[C:12]([O:16][C:17]2[CH:22]=[CH:21][CH:20]=[CH:19][CH:18]=2)[CH:11]=1)([O-:7])=[O:6]. The reactants are CS(C)=O.[N+:5](/[CH:8]=[CH:9]/[C:10]1[CH:15]=[CH:14][CH:13]=[C:12]([O:16][C:17]2[CH:22]=[CH:21][CH:20]=[CH:19][CH:18]=2)[CH:11]=1)([O-:7])=[O:6].C(O)(=O)C.[BH4-].[Na+]. (3) The reactants are [C:1]1([C:7]2[NH:11][CH:10]=[C:9]([CH:12]=[O:13])[CH:8]=2)[CH:6]=[CH:5][CH:4]=[CH:3][CH:2]=1.[H-].[Na+].C1OCCOCCOCCOCCOC1.Cl.[N:32]1[CH:37]=[CH:36][CH:35]=[C:34]([S:38](Cl)(=[O:40])=[O:39])[CH:33]=1. The catalyst is O1CCCC1.C(OCC)(=O)C. The product is [C:1]1([C:7]2[N:11]([S:38]([C:34]3[CH:33]=[N:32][CH:37]=[CH:36][CH:35]=3)(=[O:40])=[O:39])[CH:10]=[C:9]([CH:12]=[O:13])[CH:8]=2)[CH:6]=[CH:5][CH:4]=[CH:3][CH:2]=1. The yield is 0.750. (4) The reactants are [C:1]([O:5][C:6]([N:8]1[CH2:13][CH2:12][N:11]([C:14]([C:16]2[C:17]3[C:31]([CH:32]=[CH2:33])=[N:30][N:29]([CH:34]4[CH2:39][CH2:38][CH2:37][CH2:36][O:35]4)[C:18]=3[N:19]=[C:20]([C:22]3[CH:27]=[CH:26][C:25]([OH:28])=[CH:24][CH:23]=3)[CH:21]=2)=[O:15])[CH2:10][CH2:9]1)=[O:7])([CH3:4])([CH3:3])[CH3:2].I[C:41]1[CH:42]=[C:43]([N:47]2[CH2:51][CH2:50][CH2:49][C:48]2=[O:52])[CH:44]=[CH:45][CH:46]=1.C1(C)C=CC=CC=1P(C1C=CC=CC=1C)C1C=CC=CC=1C.C(N(CC)CC)C. The catalyst is CN(C=O)C.C([O-])(=O)C.[Pd+2].C([O-])(=O)C. The product is [C:1]([O:5][C:6]([N:8]1[CH2:9][CH2:10][N:11]([C:14]([C:16]2[C:17]3[C:31](/[CH:32]=[CH:33]/[C:45]4[CH:46]=[CH:41][CH:42]=[C:43]([N:47]5[CH2:51][CH2:50][CH2:49][C:48]5=[O:52])[CH:44]=4)=[N:30][N:29]([CH:34]4[CH2:39][CH2:38][CH2:37][CH2:36][O:35]4)[C:18]=3[N:19]=[C:20]([C:22]3[CH:27]=[CH:26][C:25]([OH:28])=[CH:24][CH:23]=3)[CH:21]=2)=[O:15])[CH2:12][CH2:13]1)=[O:7])([CH3:2])([CH3:3])[CH3:4]. The yield is 0.660. (5) The reactants are [NH2:1][C:2]1[CH:3]=[C:4]([C:8]2[S:12][C:11]([C:13]3[CH:14]=[C:15]4[C:19](=[CH:20][CH:21]=3)[C:18](=[O:22])[N:17]([CH2:23][CH2:24][N:25]3[CH2:30][CH2:29][O:28][CH2:27][CH2:26]3)[CH2:16]4)=[CH:10][CH:9]=2)[CH:5]=[N:6][CH:7]=1.[F:31][C:32]1[CH:37]=[C:36]([F:38])[CH:35]=[CH:34][C:33]=1[S:39](Cl)(=[O:41])=[O:40]. No catalyst specified. The product is [F:31][C:32]1[CH:37]=[C:36]([F:38])[CH:35]=[CH:34][C:33]=1[S:39]([NH:1][C:2]1[CH:7]=[N:6][CH:5]=[C:4]([C:8]2[S:12][C:11]([C:13]3[CH:14]=[C:15]4[C:19](=[CH:20][CH:21]=3)[C:18](=[O:22])[N:17]([CH2:23][CH2:24][N:25]3[CH2:26][CH2:27][O:28][CH2:29][CH2:30]3)[CH2:16]4)=[CH:10][CH:9]=2)[CH:3]=1)(=[O:41])=[O:40]. The yield is 0.110. (6) The reactants are ClCC1C=CC(C#N)=CC=1.Br[CH2:12][C:13]1[CH:14]=[C:15]([CH:20]=[CH:21][CH:22]=1)[C:16]([O:18][CH3:19])=[O:17].[CH2:23]([NH:30][C:31]([C:33]1[S:37][C:36]([N:38]2[CH2:42][CH2:41][NH:40][C:39]2=[O:43])=[N:35][C:34]=1[CH3:44])=[O:32])[C:24]1[CH:29]=[CH:28][CH:27]=[CH:26][CH:25]=1. No catalyst specified. The product is [CH2:23]([NH:30][C:31]([C:33]1[S:37][C:36]([N:38]2[CH2:42][CH2:41][N:40]([CH2:12][C:13]3[CH:14]=[C:15]([CH:20]=[CH:21][CH:22]=3)[C:16]([O:18][CH3:19])=[O:17])[C:39]2=[O:43])=[N:35][C:34]=1[CH3:44])=[O:32])[C:24]1[CH:29]=[CH:28][CH:27]=[CH:26][CH:25]=1. The yield is 0.430.